Dataset: Forward reaction prediction with 1.9M reactions from USPTO patents (1976-2016). Task: Predict the product of the given reaction. (1) Given the reactants Br[C:2]1[C:11]([N+:12]([O-:14])=[O:13])=[CH:10][C:9]([F:15])=[CH:8][C:3]=1[C:4]([O:6][CH3:7])=[O:5], predict the reaction product. The product is: [F:15][C:9]1[CH:8]=[C:3]([C:4]([O:6][CH3:7])=[O:5])[C:2]([C:2]2[C:3]([C:4]([O:6][CH3:7])=[O:5])=[CH:8][C:9]([F:15])=[CH:10][C:11]=2[N+:12]([O-:14])=[O:13])=[C:11]([N+:12]([O-:14])=[O:13])[CH:10]=1. (2) Given the reactants [CH3:1][C@@H:2]1[CH2:7][NH:6][CH2:5][CH2:4][N:3]1[C:8]([O:10][C:11]([CH3:14])([CH3:13])[CH3:12])=[O:9].[OH-].[Na+].[CH3:17][S:18](Cl)(=[O:20])=[O:19].Cl, predict the reaction product. The product is: [CH3:1][C@@H:2]1[CH2:7][N:6]([S:18]([CH3:17])(=[O:20])=[O:19])[CH2:5][CH2:4][N:3]1[C:8]([O:10][C:11]([CH3:13])([CH3:12])[CH3:14])=[O:9]. (3) The product is: [Si:1]([O:8][C:9]([CH3:22])([CH3:21])[C@H:10]([NH:20][C:31]1[C:40]2[C:35](=[CH:36][CH:37]=[CH:38][CH:39]=2)[N:34]=[CH:33][C:32]=1[N+:41]([O-:43])=[O:42])[CH2:11][O:12][Si:13]([C:16]([CH3:19])([CH3:18])[CH3:17])([CH3:14])[CH3:15])([C:4]([CH3:7])([CH3:6])[CH3:5])([CH3:3])[CH3:2]. Given the reactants [Si:1]([O:8][C:9]([CH3:22])([CH3:21])[C@H:10]([NH2:20])[CH2:11][O:12][Si:13]([C:16]([CH3:19])([CH3:18])[CH3:17])([CH3:15])[CH3:14])([C:4]([CH3:7])([CH3:6])[CH3:5])([CH3:3])[CH3:2].C(N(CC)CC)C.Cl[C:31]1[C:40]2[C:35](=[CH:36][CH:37]=[CH:38][CH:39]=2)[N:34]=[CH:33][C:32]=1[N+:41]([O-:43])=[O:42].C(OCC)(=O)C.C(Cl)Cl, predict the reaction product. (4) The product is: [Cl:1][C:2]1[N:7]=[C:6]([S:8][CH3:9])[N:5]2[CH:15]=[C:13]([CH2:12][Cl:11])[N:10]=[C:4]2[CH:3]=1. Given the reactants [Cl:1][C:2]1[N:7]=[C:6]([S:8][CH3:9])[N:5]=[C:4]([NH2:10])[CH:3]=1.[Cl:11][CH2:12][C:13]([CH2:15]Cl)=O.O, predict the reaction product.